From a dataset of Full USPTO retrosynthesis dataset with 1.9M reactions from patents (1976-2016). Predict the reactants needed to synthesize the given product. (1) Given the product [C:1]([O:5][C:6]([N:8]1[C:16]2[C:11](=[CH:12][C:13]([O:17][CH2:18][C:19]3[CH:20]=[CH:21][CH:22]=[CH:23][CH:24]=3)=[CH:14][CH:15]=2)[C:10]([C:25]2[N:26]([C:42]([O:44][C:45]([CH3:48])([CH3:47])[CH3:46])=[O:43])[C:27]3[C:32]([CH:33]=2)=[CH:31][CH:30]=[C:29]([OH:34])[CH:28]=3)=[N:9]1)=[O:7])([CH3:4])([CH3:3])[CH3:2], predict the reactants needed to synthesize it. The reactants are: [C:1]([O:5][C:6]([N:8]1[C:16]2[C:11](=[CH:12][C:13]([O:17][CH2:18][C:19]3[CH:24]=[CH:23][CH:22]=[CH:21][CH:20]=3)=[CH:14][CH:15]=2)[C:10]([C:25]2[N:26]([C:42]([O:44][C:45]([CH3:48])([CH3:47])[CH3:46])=[O:43])[C:27]3[C:32]([CH:33]=2)=[CH:31][CH:30]=[C:29]([O:34][Si](C(C)(C)C)(C)C)[CH:28]=3)=[N:9]1)=[O:7])([CH3:4])([CH3:3])[CH3:2].O.[F-].C([N+](CCCC)(CCCC)CCCC)CCC. (2) Given the product [C:1]([C:3]1[CH:4]=[C:5]2[C:9](=[CH:10][CH:11]=1)[N:8]([S:12]([C:15]1[CH:20]=[CH:19][C:18]([O:21][CH3:22])=[CH:17][C:16]=1[O:23][CH3:24])(=[O:14])=[O:13])[C:7](=[O:25])[C@@:6]2([NH:35][C:36]([N:38]1[CH2:43][CH2:42][N:41]([CH:44]2[CH2:45][CH2:46][N:47]([CH:52]3[CH2:53][O:50][CH2:51]3)[CH2:48][CH2:49]2)[CH2:40][CH2:39]1)=[O:37])[C:26]1[C:27]([O:32][CH2:33][CH3:34])=[N:28][CH:29]=[CH:30][CH:31]=1)#[N:2], predict the reactants needed to synthesize it. The reactants are: [C:1]([C:3]1[CH:4]=[C:5]2[C:9](=[CH:10][CH:11]=1)[N:8]([S:12]([C:15]1[CH:20]=[CH:19][C:18]([O:21][CH3:22])=[CH:17][C:16]=1[O:23][CH3:24])(=[O:14])=[O:13])[C:7](=[O:25])[C@@:6]2([NH:35][C:36]([N:38]1[CH2:43][CH2:42][N:41]([CH:44]2[CH2:49][CH2:48][NH:47][CH2:46][CH2:45]2)[CH2:40][CH2:39]1)=[O:37])[C:26]1[C:27]([O:32][CH2:33][CH3:34])=[N:28][CH:29]=[CH:30][CH:31]=1)#[N:2].[O:50]1[CH2:53][C:52](=O)[CH2:51]1.[O-]S([O-])(=O)=O.[Na+].[Na+].[Na].[OH-].[Na+]. (3) Given the product [F:1][C:2]1[CH:3]=[C:4]([N:8]2[C@@:12]3([CH2:17][CH2:16][NH:15][C@@H:14]([CH3:28])[CH2:13]3)[CH2:11][N:10]([CH3:29])[S:9]2(=[O:31])=[O:30])[CH:5]=[CH:6][CH:7]=1, predict the reactants needed to synthesize it. The reactants are: [F:1][C:2]1[CH:3]=[C:4]([N:8]2[C@@:12]3([CH2:17][CH2:16][N:15](C(OCC4C=CC=CC=4)=O)[C@@H:14]([CH3:28])[CH2:13]3)[CH2:11][N:10]([CH3:29])[S:9]2(=[O:31])=[O:30])[CH:5]=[CH:6][CH:7]=1.FC1C=C(N2C3(CCN[C@@H](C)C3)CNS2(=O)=O)C=CC=1.FC1C=C(N2C3(CCN(C(OCC4C=CC=CC=4)=O)[C@@H](C)C3)CNS2(=O)=O)C=CC=1. (4) Given the product [NH2:8][C:9]1[N:14]=[C:13]([O:15][C:16]2[CH:21]=[CH:20][C:19]([NH:22][C:23]([NH:25][C:26](=[O:35])[CH2:27][C:28]3[CH:33]=[CH:32][C:31]([F:34])=[CH:30][CH:29]=3)=[O:24])=[CH:18][C:17]=2[F:36])[CH:12]=[CH:11][N:10]=1, predict the reactants needed to synthesize it. The reactants are: COC1C=CC(C[NH:8][C:9]2[N:14]=[C:13]([O:15][C:16]3[CH:21]=[CH:20][C:19]([NH:22][C:23]([NH:25][C:26](=[O:35])[CH2:27][C:28]4[CH:33]=[CH:32][C:31]([F:34])=[CH:30][CH:29]=4)=[O:24])=[CH:18][C:17]=3[F:36])[CH:12]=[CH:11][N:10]=2)=CC=1.CCOC(C)=O. (5) Given the product [Cl:1][C:2]1[CH:7]=[C:6]([Cl:8])[CH:5]=[CH:4][C:3]=1[C:9]1[N:10]([C:20]2[CH:21]=[CH:22][C:23]([O:26][CH3:27])=[CH:24][CH:25]=2)[C:11]([CH3:19])=[C:12]([C:14]([OH:16])=[O:15])[N:13]=1, predict the reactants needed to synthesize it. The reactants are: [Cl:1][C:2]1[CH:7]=[C:6]([Cl:8])[CH:5]=[CH:4][C:3]=1[C:9]1[N:10]([C:20]2[CH:25]=[CH:24][C:23]([O:26][CH3:27])=[CH:22][CH:21]=2)[C:11]([CH3:19])=[C:12]([C:14]([O:16]CC)=[O:15])[N:13]=1.[Li+].[OH-].O.Cl. (6) The reactants are: [F:1][C:2]([F:51])([F:50])[C:3]1[CH:4]=[C:5]([CH:43]=[C:44]([C:46]([F:49])([F:48])[F:47])[CH:45]=1)[CH2:6][N:7]([CH2:21][C:22]1[CH:27]=[C:26]([C:28]([F:31])([F:30])[F:29])[CH:25]=[CH:24][C:23]=1[C:32]1[C:37]([O:38][CH3:39])=[CH:36][CH:35]=[C:34]([CH:40]([CH3:42])[CH3:41])[N:33]=1)[C:8]1[N:13]=[CH:12][C:11]([O:14][CH2:15][CH2:16][CH2:17][C:18]([OH:20])=[O:19])=[CH:10][N:9]=1.[OH-].[Na+:53]. Given the product [Na+:53].[F:51][C:2]([F:1])([F:50])[C:3]1[CH:4]=[C:5]([CH:43]=[C:44]([C:46]([F:49])([F:48])[F:47])[CH:45]=1)[CH2:6][N:7]([CH2:21][C:22]1[CH:27]=[C:26]([C:28]([F:31])([F:29])[F:30])[CH:25]=[CH:24][C:23]=1[C:32]1[C:37]([O:38][CH3:39])=[CH:36][CH:35]=[C:34]([CH:40]([CH3:42])[CH3:41])[N:33]=1)[C:8]1[N:9]=[CH:10][C:11]([O:14][CH2:15][CH2:16][CH2:17][C:18]([O-:20])=[O:19])=[CH:12][N:13]=1, predict the reactants needed to synthesize it.